This data is from Catalyst prediction with 721,799 reactions and 888 catalyst types from USPTO. The task is: Predict which catalyst facilitates the given reaction. Reactant: [CH3:1][O:2][C:3]1[C:8]([CH3:9])=[CH:7][C:6]([C:10]2[O:11][C:12]3[N:13]=[C:14]([S:20][CH3:21])[N:15]=[C:16]([OH:19])[C:17]=3[N:18]=2)=[CH:5][C:4]=1[CH3:22].C(=O)([O-])[O-].[K+].[K+].Br[CH2:30][CH2:31][CH3:32].O. Product: [CH3:1][O:2][C:3]1[C:4]([CH3:22])=[CH:5][C:6]([C:10]2[O:11][C:12]3[N:13]=[C:14]([S:20][CH3:21])[N:15]=[C:16]([O:19][CH2:30][CH2:31][CH3:32])[C:17]=3[N:18]=2)=[CH:7][C:8]=1[CH3:9]. The catalyst class is: 9.